This data is from Reaction yield outcomes from USPTO patents with 853,638 reactions. The task is: Predict the reaction yield, written as a fraction of the theoretical maximum amount of product (1.0 means a 100% yield; for example, 0.34 means a 34% yield). The reactants are CCN(C(C)C)C(C)C.OC(C(F)(F)F)=O.[NH2:17][CH2:18][C:19]([N:21]1[CH2:26][CH2:25][N:24]([C:27](=[O:38])[C:28]2[CH:33]=[CH:32][CH:31]=[CH:30][C:29]=2[C:34]([F:37])([F:36])[F:35])[CH2:23][CH2:22]1)=[O:20].C1C=CC2N(O)N=NC=2C=1.CCN=C=NCCCN(C)C.Cl.[F:61][C:62]1[CH:70]=[CH:69][C:65]([C:66](O)=[O:67])=[CH:64][CH:63]=1. The catalyst is CN(C=O)C.O. The product is [F:61][C:62]1[CH:70]=[CH:69][C:65]([C:66]([NH:17][CH2:18][C:19](=[O:20])[N:21]2[CH2:22][CH2:23][N:24]([C:27](=[O:38])[C:28]3[CH:33]=[CH:32][CH:31]=[CH:30][C:29]=3[C:34]([F:37])([F:35])[F:36])[CH2:25][CH2:26]2)=[O:67])=[CH:64][CH:63]=1. The yield is 0.670.